Dataset: Catalyst prediction with 721,799 reactions and 888 catalyst types from USPTO. Task: Predict which catalyst facilitates the given reaction. Product: [CH2:25]([O:28][C@@H:29]([CH3:53])[CH2:30][C@@H:31]([CH3:52])[CH:32]([NH:44][C:45](=[O:46])[O:47][C:48]([CH3:49])([CH3:50])[CH3:51])[C:33]([N:35]1[CH2:39][C@H:38]([OH:40])[CH2:37][C@H:36]1[C:41](=[O:43])[NH:65][C@:66]1([C:71](=[O:72])[NH:73][S:74]([CH:77]2[CH2:79][CH2:78]2)(=[O:76])=[O:75])[CH2:68][C@H:67]1[CH:69]=[CH2:70])=[O:34])[CH:26]=[CH2:27]. The catalyst class is: 2. Reactant: CN(C(ON1N=NC2C=CC=NC1=2)=[N+](C)C)C.F[P-](F)(F)(F)(F)F.[CH2:25]([O:28][C@@H:29]([CH3:53])[CH2:30][C@@H:31]([CH3:52])[CH:32]([NH:44][C:45]([O:47][C:48]([CH3:51])([CH3:50])[CH3:49])=[O:46])[C:33]([N:35]1[CH2:39][C@H:38]([OH:40])[CH2:37][C@H:36]1[C:41]([OH:43])=O)=[O:34])[CH:26]=[CH2:27].C1(C)C=CC(S(O)(=O)=O)=CC=1.[NH2:65][C@:66]1([C:71]([NH:73][S:74]([CH:77]2[CH2:79][CH2:78]2)(=[O:76])=[O:75])=[O:72])[CH2:68][C@H:67]1[CH:69]=[CH2:70].